Task: Predict the product of the given reaction.. Dataset: Forward reaction prediction with 1.9M reactions from USPTO patents (1976-2016) (1) Given the reactants [CH:1]1([N:7]2[CH2:12][CH2:11][CH2:10][CH2:9][C:8]2=[O:13])[CH2:6][CH2:5][CH2:4][CH2:3][CH2:2]1.Cl[CH2:15][C:16]1[C:25]2[C:20](=[CH:21][CH:22]=[CH:23][CH:24]=2)[CH:19]=[C:18]([O:26][CH3:27])[CH:17]=1, predict the reaction product. The product is: [CH:1]1([N:7]2[CH2:12][CH2:11][CH2:10][CH:9]([CH2:15][C:16]3[C:25]4[C:20](=[CH:21][CH:22]=[CH:23][CH:24]=4)[CH:19]=[C:18]([O:26][CH3:27])[CH:17]=3)[C:8]2=[O:13])[CH2:2][CH2:3][CH2:4][CH2:5][CH2:6]1. (2) Given the reactants [OH:1][C:2]1[CH:3]=[C:4]([CH:8]=[CH:9][C:10]=1[I:11])[C:5]([OH:7])=O.C(Cl)(=O)C(Cl)=O.[NH:18]1[CH2:23][CH2:22][O:21][CH2:20][CH2:19]1.Cl, predict the reaction product. The product is: [OH:1][C:2]1[CH:3]=[C:4]([C:5]([N:18]2[CH2:23][CH2:22][O:21][CH2:20][CH2:19]2)=[O:7])[CH:8]=[CH:9][C:10]=1[I:11]. (3) Given the reactants O[CH2:2][CH:3]([CH2:5]O)O.[F:7][C:8]1[CH:13]=[CH:12][C:11]([NH2:14])=[C:10]([N+:15]([O-:17])=[O:16])[CH:9]=1.OS(O)(=O)=O.O, predict the reaction product. The product is: [F:7][C:8]1[CH:13]=[C:12]2[C:11](=[C:10]([N+:15]([O-:17])=[O:16])[CH:9]=1)[N:14]=[CH:5][CH:3]=[CH:2]2. (4) Given the reactants [Br:1][C:2]1[CH:3]=[N:4][C:5]([OH:11])=[C:6]([CH:10]=1)C(O)=O.[CH3:12]N(C)C=O.[CH3:17][O-:18].[Na+].[CH3:20][OH:21], predict the reaction product. The product is: [Br:1][C:2]1[CH:3]=[N:4][C:5]([O:11][CH3:12])=[C:6]([CH:10]=1)[C:17]([O:21][CH3:20])=[O:18]. (5) Given the reactants [CH:1]1([C@@H:4]([C:6]2[CH:11]=[CH:10][CH:9]=[C:8]([CH:12]([CH3:14])[CH3:13])[C:7]=2[OH:15])[CH3:5])[CH2:3][CH2:2]1.[OH-].[Na+].Br[CH2:19][Cl:20], predict the reaction product. The product is: [Cl:20][CH2:19][O:15][C:7]1[C:8]([CH:12]([CH3:14])[CH3:13])=[CH:9][CH:10]=[CH:11][C:6]=1[C@H:4]([CH:1]1[CH2:3][CH2:2]1)[CH3:5]. (6) Given the reactants [CH2:1]([C:4]1[C:12]2[O:11][N:10]=[C:9]([C:13]([F:16])([F:15])[F:14])[C:8]=2[CH:7]=[CH:6][C:5]=1[O:17][CH2:18][CH2:19][CH:20](OCCCBr)[NH:21][CH3:22])[CH2:2][CH3:3].[CH:28]([N:31]=[C:32]=[O:33])([CH3:30])[CH3:29], predict the reaction product. The product is: [CH:28]([NH:31][C:32](=[O:33])[N:21]([CH3:22])[CH2:20][CH2:19][CH2:18][O:17][C:5]1[CH:6]=[CH:7][C:8]2[C:9]([C:13]([F:16])([F:15])[F:14])=[N:10][O:11][C:12]=2[C:4]=1[CH2:1][CH2:2][CH3:3])([CH3:30])[CH3:29]. (7) Given the reactants [Cl:1][C:2]1[CH:7]=[CH:6][C:5]([S:8]([C:17]2[CH:22]=[CH:21][C:20]([Cl:23])=[CH:19][CH:18]=2)([CH3:16])[CH2:9][C:10](N(OC)C)=[O:11])=[CH:4][CH:3]=1.[CH3:24][Mg]Br, predict the reaction product. The product is: [Cl:23][C:20]1[CH:19]=[CH:18][C:17]([S:8]([C:5]2[CH:6]=[CH:7][C:2]([Cl:1])=[CH:3][CH:4]=2)([CH3:16])[CH2:9][C:10](=[O:11])[CH3:24])=[CH:22][CH:21]=1.